This data is from Full USPTO retrosynthesis dataset with 1.9M reactions from patents (1976-2016). The task is: Predict the reactants needed to synthesize the given product. Given the product [OH:4][N:26]=[CH:24][C:23]1[CH:34]=[CH:35][C:20]([N:17]2[CH:16]=[C:15]3[C:19]([C:11]([C:9]([NH2:8])=[O:10])=[CH:12][CH:13]=[CH:14]3)=[N:18]2)=[CH:21][CH:22]=1, predict the reactants needed to synthesize it. The reactants are: FC(F)(F)C([O-])=[O:4].[NH2:8][C:9]([C:11]1[C:19]2[C:15](=[CH:16][N:17]([C:20]3[CH:35]=[CH:34][C:23]([C:24]([NH:26]CC4C=C[NH+]=CC=4)=O)=[CH:22][CH:21]=3)[N:18]=2)[CH:14]=[CH:13][CH:12]=1)=[O:10].C(C1C=CC(N2C=C3C(C(C(N)=O)=CC=C3)=N2)=CC=1)=O.Cl.NO.CCN(CC)CC.